From a dataset of Full USPTO retrosynthesis dataset with 1.9M reactions from patents (1976-2016). Predict the reactants needed to synthesize the given product. Given the product [N+:20]([C:23]1[CH:24]=[N:25][N:26]([CH2:6][C@H:7]2[O:12][CH2:11][CH2:10][N:9]([C:13]([O:15][C:16]([CH3:17])([CH3:18])[CH3:19])=[O:14])[CH2:8]2)[CH:27]=1)([O-:22])=[O:21], predict the reactants needed to synthesize it. The reactants are: CS(O[CH2:6][C@H:7]1[O:12][CH2:11][CH2:10][N:9]([C:13]([O:15][C:16]([CH3:19])([CH3:18])[CH3:17])=[O:14])[CH2:8]1)(=O)=O.[N+:20]([C:23]1[CH:24]=[N:25][NH:26][CH:27]=1)([O-:22])=[O:21].C(=O)([O-])[O-].[Cs+].[Cs+].